Dataset: Experimentally validated miRNA-target interactions with 360,000+ pairs, plus equal number of negative samples. Task: Binary Classification. Given a miRNA mature sequence and a target amino acid sequence, predict their likelihood of interaction. (1) The miRNA is hsa-miR-4650-3p with sequence AGGUAGAAUGAGGCCUGACAU. The protein sequence of the target gene is MPVWGGGNKCGACGRTVYHAEEVQCDGRSFHRCCFLCMVCRKNLDSTTVAIHDEEIYCKSCYGKKYGPKGYGYGQGAGTLNMDRGERLGIKPESVQPHRPTTNPNTSKFAQKYGGAEKCSRCGDSVYAAEKIIGAGKPWHKNCFRCAKCGKSLESTTLTEKEGEIYCKGCYAKNFGPKGFGYGQGAGALVHAQ. Result: 1 (interaction). (2) The miRNA is hsa-miR-650 with sequence AGGAGGCAGCGCUCUCAGGAC. The protein sequence of the target gene is MAELGELKHMVMSFRVSELQVLLGFAGRNKSGRKHELLAKALHLLKSSCAPSVQMKIKELYRRRFPRKTLGPSDLSLLSLPPGTSPVGSPGPLAPIPPTLLTPGTLLGPKREVDMHPPLPQPVHPDVTMKPLPFYEVYGELIRPTTLASTSSQRFEEAHFTFALTPQQLQQILTSREVLPGAKCDYTIQVQLRFCLCETSCPQEDYFPPNLFVKVNGKLCPLPGYLPPTKNGAEPKRPSRPINITPLARLSATVPNTIVVNWSSEFGRNYSLSVYLVRQLTAGTLLQKLRAKGIRNPDHS.... Result: 0 (no interaction). (3) The miRNA is hsa-miR-711 with sequence GGGACCCAGGGAGAGACGUAAG. The protein sequence of the target gene is MVQAWYMDDAPGDPRQPHRPDPGRPVGLEQLRRLGVLYWKLDADKYENDPELEKIRRERNYSWMDIITICKDKLPNYEEKIKMFYEEHLHLDDEIRYILDGSGYFDVRDKEDQWIRIFMEKGDMVTLPAGIYHRFTVDEKNYTKAMRLFVGEPVWTAYNRPADHFEARGQYVKFLAQTA. Result: 1 (interaction). (4) The miRNA is hsa-miR-425-3p with sequence AUCGGGAAUGUCGUGUCCGCCC. The protein sequence of the target gene is MDWGTELWDQFEVLERHTQWGLDLLDKYVKFVKERAEVEQAYAKQLRSLVKKYLPKRPTKDDPEVKFSQQQSFVQLLQEVNDFAGQRELVAESLGIRVCLELAKYSQEMKQERKMHFQEGRRAQQQLENGFKQLENSKRKFERDCREAEKAAHTAERLDQDINATKADVEKAKQQAHLRNHMAEESKNEYAAQLQRFNRDQAHFYFSQMPQIFDKLQDMDERRATRLGAGYGLLSEAELQVVPIIGKCLEGMKVAAESVDAKNDSQVLIELHKSGFARPGDLEFEDFSQVINRVPSDSSL.... Result: 0 (no interaction). (5) The miRNA is hsa-miR-4723-5p with sequence UGGGGGAGCCAUGAGAUAAGAGCA. The protein sequence of the target gene is MSERRRSAVALSSRAHAFSVEALIGSNKKRKLRDWEEKGLDLSMEALSPAGPLGDTEDAAAHGLEPHPDSEQSTGSDSEVLTERTSCSFSTHTDLASGAAGPVPAAMSSMEEIQVELQCADLWKRFHDIGTEMIITKAGRRMFPAMRVKITGLDPHQQYYIAMDIVPVDNKRYRYVYHSSKWMVAGNADSPVPPRVYIHPDSLASGDTWMRQVVSFDKLKLTNNELDDQGHIILHSMHKYQPRVHVIRKDFSSDLSPTKPVPVGDGVKTFNFPETVFTTVTAYQNQQITRLKIDRNPFAK.... Result: 0 (no interaction). (6) The miRNA is hsa-miR-6731-5p with sequence UGGGAGAGCAGGGUAUUGUGGA. The protein sequence of the target gene is MLAARLVCLRTLPSRVFHPAFTKASPVVKNSITKNQWLLTPSREYATKTRIGIRRGRTGQELKEAALEPSMEKIFKIDQMGRWFVAGGAAVGLGALCYYGLGLSNEIGAIEKAVIWPQYVKDRIHSTYMYLAGSIGLTALSAIAISRTPVLMNFMMRGSWVTIGVTFAAMVGAGMLVRSIPYDQSPGPKHLAWLLHSGVMGAVVAPLTILGGPLLIRAAWYTAGIVGGLSTVAMCAPSEKFLNMGAPLGVGLGLVFVSSLGSMFLPPTTVAGATLYSVAMYGGLVLFSMFLLYDTQKVIK.... Result: 1 (interaction).